Dataset: CYP3A4 substrate classification data from Carbon-Mangels et al.. Task: Regression/Classification. Given a drug SMILES string, predict its absorption, distribution, metabolism, or excretion properties. Task type varies by dataset: regression for continuous measurements (e.g., permeability, clearance, half-life) or binary classification for categorical outcomes (e.g., BBB penetration, CYP inhibition). Dataset: cyp3a4_substrate_carbonmangels. The compound is C[C@@H](c1cc2ccccc2s1)N(O)C(N)=O. The result is 1 (substrate).